Dataset: NCI-60 drug combinations with 297,098 pairs across 59 cell lines. Task: Regression. Given two drug SMILES strings and cell line genomic features, predict the synergy score measuring deviation from expected non-interaction effect. (1) Drug 1: CCCCCOC(=O)NC1=NC(=O)N(C=C1F)C2C(C(C(O2)C)O)O. Drug 2: CC1CCCC2(C(O2)CC(NC(=O)CC(C(C(=O)C(C1O)C)(C)C)O)C(=CC3=CSC(=N3)C)C)C. Cell line: SK-MEL-5. Synergy scores: CSS=41.4, Synergy_ZIP=1.26, Synergy_Bliss=-2.53, Synergy_Loewe=-25.9, Synergy_HSA=-1.86. (2) Drug 1: CC=C1C(=O)NC(C(=O)OC2CC(=O)NC(C(=O)NC(CSSCCC=C2)C(=O)N1)C(C)C)C(C)C. Drug 2: C1CC(=O)NC(=O)C1N2C(=O)C3=CC=CC=C3C2=O. Cell line: HCT116. Synergy scores: CSS=57.4, Synergy_ZIP=6.55, Synergy_Bliss=5.62, Synergy_Loewe=-53.9, Synergy_HSA=2.99. (3) Drug 1: CC1=C(C=C(C=C1)NC2=NC=CC(=N2)N(C)C3=CC4=NN(C(=C4C=C3)C)C)S(=O)(=O)N.Cl. Drug 2: CC1C(C(CC(O1)OC2CC(CC3=C2C(=C4C(=C3O)C(=O)C5=C(C4=O)C(=CC=C5)OC)O)(C(=O)C)O)N)O.Cl. Cell line: HS 578T. Synergy scores: CSS=30.4, Synergy_ZIP=16.0, Synergy_Bliss=19.1, Synergy_Loewe=-5.60, Synergy_HSA=16.3. (4) Drug 1: CC1OCC2C(O1)C(C(C(O2)OC3C4COC(=O)C4C(C5=CC6=C(C=C35)OCO6)C7=CC(=C(C(=C7)OC)O)OC)O)O. Drug 2: C1=C(C(=O)NC(=O)N1)N(CCCl)CCCl. Cell line: 786-0. Synergy scores: CSS=55.7, Synergy_ZIP=3.23, Synergy_Bliss=3.43, Synergy_Loewe=2.21, Synergy_HSA=6.06. (5) Drug 1: C1=C(C(=O)NC(=O)N1)N(CCCl)CCCl. Drug 2: CC1C(C(=O)NC(C(=O)N2CCCC2C(=O)N(CC(=O)N(C(C(=O)O1)C(C)C)C)C)C(C)C)NC(=O)C3=C4C(=C(C=C3)C)OC5=C(C(=O)C(=C(C5=N4)C(=O)NC6C(OC(=O)C(N(C(=O)CN(C(=O)C7CCCN7C(=O)C(NC6=O)C(C)C)C)C)C(C)C)C)N)C. Cell line: HL-60(TB). Synergy scores: CSS=56.1, Synergy_ZIP=-3.23, Synergy_Bliss=-10.6, Synergy_Loewe=-9.71, Synergy_HSA=-9.68. (6) Drug 1: CNC(=O)C1=CC=CC=C1SC2=CC3=C(C=C2)C(=NN3)C=CC4=CC=CC=N4. Drug 2: C1C(C(OC1N2C=NC3=C2NC=NCC3O)CO)O. Cell line: UACC62. Synergy scores: CSS=3.04, Synergy_ZIP=-1.23, Synergy_Bliss=0.455, Synergy_Loewe=-1.79, Synergy_HSA=0.0938.